Dataset: Peptide-MHC class II binding affinity with 134,281 pairs from IEDB. Task: Regression. Given a peptide amino acid sequence and an MHC pseudo amino acid sequence, predict their binding affinity value. This is MHC class II binding data. (1) The peptide sequence is NPQKENDQYIFTGQP. The MHC is DRB1_0404 with pseudo-sequence DRB1_0404. The binding affinity (normalized) is 0.151. (2) The peptide sequence is MHVSFVMAYPEMLAA. The MHC is DRB1_0301 with pseudo-sequence DRB1_0301. The binding affinity (normalized) is 0.409. (3) The peptide sequence is VVSRLLIPVPFDPPA. The MHC is HLA-DPA10103-DPB10301 with pseudo-sequence HLA-DPA10103-DPB10301. The binding affinity (normalized) is 0.912. (4) The peptide sequence is GVLKNEFMSLAFDYW. The MHC is DRB1_1501 with pseudo-sequence DRB1_1501. The binding affinity (normalized) is 0.842. (5) The peptide sequence is ESATILMTATPPGTS. The MHC is DRB3_0202 with pseudo-sequence DRB3_0202. The binding affinity (normalized) is 0.686. (6) The peptide sequence is KTLGVNMVRRGVRSL. The MHC is DRB1_0901 with pseudo-sequence DRB1_0901. The binding affinity (normalized) is 0.400.